This data is from Forward reaction prediction with 1.9M reactions from USPTO patents (1976-2016). The task is: Predict the product of the given reaction. (1) Given the reactants [CH2:1]([O:8][C:9]([NH:11][C@@H:12]([CH3:16])[C:13]([OH:15])=[O:14])=[O:10])[C:2]1[CH:7]=[CH:6][CH:5]=[CH:4][CH:3]=1.[H-].[Na+].CS(O[CH2:24][CH2:25][S:26]([CH3:29])(=[O:28])=[O:27])(=O)=O, predict the reaction product. The product is: [CH2:1]([O:8][C:9]([N:11]([CH2:24][CH2:25][S:26]([CH3:29])(=[O:28])=[O:27])[C@@H:12]([CH3:16])[C:13]([OH:15])=[O:14])=[O:10])[C:2]1[CH:3]=[CH:4][CH:5]=[CH:6][CH:7]=1. (2) The product is: [CH3:28][C:26]1[N:25]=[C:24]2[C:20]([N:21]=[CH:22][N:23]2[CH:29]2[CH2:34][CH2:33][CH2:32][CH2:31][O:30]2)=[C:19]([C:18]2[C:13]([NH:1][C:2]3[CH:3]=[CH:4][C:5]([NH:6][C:7](=[O:9])[CH3:8])=[CH:10][CH:11]=3)=[N:14][CH:15]=[CH:16][CH:17]=2)[N:27]=1. Given the reactants [NH2:1][C:2]1[CH:11]=[CH:10][C:5]([NH:6][C:7](=[O:9])[CH3:8])=[CH:4][CH:3]=1.F[C:13]1[C:18]([C:19]2[N:27]=[C:26]([CH3:28])[N:25]=[C:24]3[C:20]=2[N:21]=[CH:22][N:23]3[CH:29]2[CH2:34][CH2:33][CH2:32][CH2:31][O:30]2)=[CH:17][CH:16]=[CH:15][N:14]=1.C[Si](N[Si](C)(C)C)(C)C.[Li], predict the reaction product.